From a dataset of Catalyst prediction with 721,799 reactions and 888 catalyst types from USPTO. Predict which catalyst facilitates the given reaction. (1) Reactant: [CH3:1][C@@H:2]1[N:23]2[C:6]3[C:7]([C:19]([C:21]([C:24]([OH:26])=[O:25])=[CH:22]2)=[O:20])=[CH:8][C:9]([F:18])=[C:10]([N:11]2[CH2:16][CH2:15][N:14]([CH3:17])[CH2:13][CH2:12]2)[C:5]=3[O:4][CH2:3]1.[OH2:27]. Product: [CH3:1][C@@H:2]1[N:23]2[CH:22]=[C:21]([C:24]([OH:26])=[O:25])[C:19]([C:7]3=[CH:8][C:9]([F:18])=[C:10]([N:11]4[CH2:16][CH2:15][N:14]([CH3:17])[CH2:13][CH2:12]4)[C:5](=[C:6]23)[O:4][CH2:3]1)=[O:20].[CH3:1][C@@H:2]1[N:23]2[CH:22]=[C:21]([C:24]([OH:26])=[O:25])[C:19]([C:7]3=[CH:8][C:9]([F:18])=[C:10]([N:11]4[CH2:16][CH2:15][N:14]([CH3:17])[CH2:13][CH2:12]4)[C:5](=[C:6]23)[O:4][CH2:3]1)=[O:20].[OH2:27]. The catalyst class is: 16. (2) Product: [F:21][C:5]1[C:6]([C@@H:8]2[C@@H:12]([C:13]3[CH:18]=[CH:17][CH:16]=[CH:15][C:14]=3[F:19])[O:11][C:10](=[O:20])[NH:9]2)=[CH:7][C:2]([C:30]#[C:29][C:31]2[CH:36]=[CH:35][CH:34]=[CH:33][CH:32]=2)=[N:3][CH:4]=1. The catalyst class is: 724. Reactant: Br[C:2]1[CH:7]=[C:6]([C@@H:8]2[C@@H:12]([C:13]3[CH:18]=[CH:17][CH:16]=[CH:15][C:14]=3[F:19])[O:11][C:10](=[O:20])[NH:9]2)[C:5]([F:21])=[CH:4][N:3]=1.C(N(CC)CC)C.[C:29]([C:31]1[CH:36]=[CH:35][CH:34]=[CH:33][CH:32]=1)#[CH:30].C1(P(C2C=CC=CC=2)C2C=CC=CC=2)C=CC=CC=1. (3) Reactant: [H-].[Na+].[CH3:3][N:4]([CH3:38])[C:5]1[CH:10]=[CH:9][C:8]([C:11]2[CH:16]=[CH:15][C:14]([C@@:17]3([OH:35])[CH2:21][N:20]([C:22]([O:24][CH2:25][CH2:26][Si:27]([CH3:30])([CH3:29])[CH3:28])=[O:23])[C@H:19]([C:31]([O:33][CH3:34])=[O:32])[CH2:18]3)=[CH:13][CH:12]=2)=[C:7]([CH:36]=[CH2:37])[CH:6]=1.[CH3:39]I. Product: [CH3:38][N:4]([CH3:3])[C:5]1[CH:10]=[CH:9][C:8]([C:11]2[CH:12]=[CH:13][C:14]([C@@:17]3([O:35][CH3:39])[CH2:21][N:20]([C:22]([O:24][CH2:25][CH2:26][Si:27]([CH3:29])([CH3:30])[CH3:28])=[O:23])[C@H:19]([C:31]([O:33][CH3:34])=[O:32])[CH2:18]3)=[CH:15][CH:16]=2)=[C:7]([CH:36]=[CH2:37])[CH:6]=1. The catalyst class is: 3. (4) Reactant: [F:1][C:2]1[CH:7]=[CH:6][C:5]([CH:8]([OH:21])[CH2:9][N:10]([CH3:20])[S:11]([C:14]2[CH:18]=[C:17]([Cl:19])[S:16][CH:15]=2)(=[O:13])=[O:12])=[CH:4][CH:3]=1.C(N(C(C)C)CC)(C)C.[CH3:31][O:32][CH2:33]Cl.[I-].[Na+]. Product: [F:1][C:2]1[CH:7]=[CH:6][C:5]([CH:8]([O:21][CH2:31][O:32][CH3:33])[CH2:9][N:10]([CH3:20])[S:11]([C:14]2[CH:18]=[C:17]([Cl:19])[S:16][CH:15]=2)(=[O:13])=[O:12])=[CH:4][CH:3]=1. The catalyst class is: 96.